The task is: Predict the reactants needed to synthesize the given product.. This data is from Full USPTO retrosynthesis dataset with 1.9M reactions from patents (1976-2016). (1) Given the product [F:1][C:2]1[CH:25]=[CH:24][C:5]([CH2:6][N:7]([CH3:23])[C:8]([C@@:10]2([C:15]3[CH:20]=[CH:19][C:18]([Cl:21])=[C:17]([Cl:22])[CH:16]=3)[CH2:12][C@H:11]2[CH:13]=[O:14])=[O:9])=[CH:4][CH:3]=1, predict the reactants needed to synthesize it. The reactants are: [F:1][C:2]1[CH:25]=[CH:24][C:5]([CH2:6][N:7]([CH3:23])[C:8]([C@@:10]2([C:15]3[CH:20]=[CH:19][C:18]([Cl:21])=[C:17]([Cl:22])[CH:16]=3)[CH2:12][C@H:11]2[CH2:13][OH:14])=[O:9])=[CH:4][CH:3]=1. (2) The reactants are: [F:1][C:2]1[C:11]([CH:12]([C:14]2[N:18]3[N:19]=[C:20]([C:23](=O)[CH3:24])[CH:21]=[CH:22][C:17]3=[N:16][N:15]=2)[CH3:13])=[C:10]([F:26])[CH:9]=[C:8]2[C:3]=1[CH:4]=[C:5]([C:27]([OH:30])([CH3:29])[CH3:28])[CH:6]=[N:7]2.Cl.[NH2:32][OH:33].[OH-].[Na+]. Given the product [F:1][C:2]1[C:11]([CH:12]([C:14]2[N:18]3[N:19]=[C:20](/[C:23](=[N:32]/[OH:33])/[CH3:24])[CH:21]=[CH:22][C:17]3=[N:16][N:15]=2)[CH3:13])=[C:10]([F:26])[CH:9]=[C:8]2[C:3]=1[CH:4]=[C:5]([C:27]([OH:30])([CH3:29])[CH3:28])[CH:6]=[N:7]2, predict the reactants needed to synthesize it. (3) Given the product [CH3:14][N:15]([CH3:19])[CH2:16][CH2:17][NH:8][C:7]1[CH:9]=[CH:10][C:4]([N+:1]([O-:3])=[O:2])=[CH:5][CH:6]=1, predict the reactants needed to synthesize it. The reactants are: [N+:1]([C:4]1[CH:10]=[CH:9][C:7]([NH2:8])=[CH:6][CH:5]=1)([O-:3])=[O:2].[H-].[Na+].Cl.[CH3:14][N:15]([CH3:19])[CH2:16][CH2:17]Cl. (4) Given the product [Cl:22][S:14]([CH2:2][CH2:3][CH2:4][CH2:5][CH2:6][CH2:7][CH2:8][C:9]([O:11][CH2:12][CH3:13])=[O:10])(=[O:17])=[O:15], predict the reactants needed to synthesize it. The reactants are: Br[CH2:2][CH2:3][CH2:4][CH2:5][CH2:6][CH2:7][CH2:8][C:9]([O:11][CH2:12][CH3:13])=[O:10].[S:14]([O-:17])([O-])=[O:15].[Na+].[Na+].S(Cl)([Cl:22])=O.C(OCC)(=O)C. (5) Given the product [C:21]([NH:25][C:26]([C:28]1[C:33]([CH2:34][C:45]([CH:42]2[CH2:41][CH2:40][CH:39]([C:37]([OH:38])=[O:36])[CH2:44][CH2:43]2)=[O:46])=[CH:32][CH:31]=[CH:30][N:29]=1)=[O:27])([CH3:24])([CH3:23])[CH3:22], predict the reactants needed to synthesize it. The reactants are: C(NC(C)C)(C)C.C([Li])CCCCC.CCCCCC.[C:21]([NH:25][C:26]([C:28]1[C:33]([CH3:34])=[CH:32][CH:31]=[CH:30][N:29]=1)=[O:27])([CH3:24])([CH3:23])[CH3:22].C[O:36][C:37]([CH:39]1[CH2:44][CH2:43][CH:42]([C:45](O)=[O:46])[CH2:41][CH2:40]1)=[O:38]. (6) Given the product [C:17]([C:16]1([C:13]2[CH:12]=[CH:11][C:10]([O:9][CH2:8][CH2:7][CH2:6][N:1]3[CH2:2][CH2:3][CH2:4][CH2:5]3)=[CH:15][CH:14]=2)[CH2:31][CH2:30][N:22]([C:23]([O:24][C:25]([CH3:27])([CH3:26])[CH3:28])=[O:29])[CH2:21][CH2:20]1)#[N:18], predict the reactants needed to synthesize it. The reactants are: [N:1]1([CH2:6][CH2:7][CH2:8][O:9][C:10]2[CH:15]=[CH:14][C:13]([CH2:16][C:17]#[N:18])=[CH:12][CH:11]=2)[CH2:5][CH2:4][CH2:3][CH2:2]1.Cl[CH2:20][CH2:21][N:22]([CH2:30][CH2:31]Cl)[C:23](=[O:29])[O:24][C:25]([CH3:28])([CH3:27])[CH3:26].[H-].[Na+].[I-].[K+]. (7) The reactants are: C(=O)([O-])[O-].[K+].[K+].[CH2:7](Br)[C:8]1[CH:13]=[CH:12][CH:11]=[CH:10][CH:9]=1.[CH2:15]([N:18]1[C:26]2[CH:25]=[CH:24][N:23]=[C:22]([Cl:27])[C:21]=2[NH:20][C:19]1=[O:28])[CH:16]=[CH2:17].O. Given the product [CH2:15]([N:18]1[C:26]2[CH:25]=[CH:24][N:23]=[C:22]([Cl:27])[C:21]=2[N:20]([CH2:7][C:8]2[CH:13]=[CH:12][CH:11]=[CH:10][CH:9]=2)[C:19]1=[O:28])[CH:16]=[CH2:17], predict the reactants needed to synthesize it.